From a dataset of Catalyst prediction with 721,799 reactions and 888 catalyst types from USPTO. Predict which catalyst facilitates the given reaction. (1) Reactant: [CH3:1][C:2]1[C:10]2[C:5](=[CH:6][CH:7]=[CH:8][CH:9]=2)[N:4]([C:11]2[CH:31]=[CH:30][C:14]([C:15]([N:17]3[CH2:22][CH2:21][N:20](C(OC(C)(C)C)=O)[CH2:19][CH2:18]3)=[O:16])=[CH:13][CH:12]=2)[N:3]=1.[ClH:32]. Product: [ClH:32].[CH3:1][C:2]1[C:10]2[C:5](=[CH:6][CH:7]=[CH:8][CH:9]=2)[N:4]([C:11]2[CH:31]=[CH:30][C:14]([C:15]([N:17]3[CH2:22][CH2:21][NH:20][CH2:19][CH2:18]3)=[O:16])=[CH:13][CH:12]=2)[N:3]=1. The catalyst class is: 4. (2) Reactant: [H-].[Na+].[Br:3][C:4]1[CH:5]=[C:6]2[CH:13]=[CH:12][NH:11][C:7]2=[C:8]([Cl:10])[N:9]=1.I[CH3:15].[Cl-].[NH4+].[Cl-].[Na+]. Product: [Br:3][C:4]1[CH:5]=[C:6]2[CH:13]=[CH:12][N:11]([CH3:15])[C:7]2=[C:8]([Cl:10])[N:9]=1. The catalyst class is: 7. (3) Reactant: [F:1][C:2]([F:26])([F:25])[CH:3]([CH2:8][N:9]1[CH2:14][CH2:13][CH2:12][CH:11]([C:15]2[CH:20]=[CH:19][CH:18]=[C:17]([C:21]([F:24])([F:23])[F:22])[CH:16]=2)[CH2:10]1)[CH2:4][C:5]([OH:7])=O.CN(C(ON1N=NC2C=CC=NC1=2)=[N+](C)C)C.F[P-](F)(F)(F)(F)F.Cl.[NH2:52][CH2:53][C:54]([C:56]1[CH:61]=[CH:60][C:59]([Cl:62])=[CH:58][CH:57]=1)=[O:55].CCN(C(C)C)C(C)C. Product: [Cl:62][C:59]1[CH:58]=[CH:57][C:56]([C:54](=[O:55])[CH2:53][NH:52][C:5](=[O:7])[CH2:4][CH:3]([CH2:8][N:9]2[CH2:14][CH2:13][CH2:12][CH:11]([C:15]3[CH:20]=[CH:19][CH:18]=[C:17]([C:21]([F:23])([F:24])[F:22])[CH:16]=3)[CH2:10]2)[C:2]([F:25])([F:26])[F:1])=[CH:61][CH:60]=1. The catalyst class is: 399. (4) Reactant: [ClH:1].[Cl:2][C:3]1[CH:11]=[C:10]([O:12][CH:13]2[CH2:18][CH2:17][N:16]([CH:19]([CH3:21])[CH3:20])[CH2:15][CH2:14]2)[CH:9]=[CH:8][C:4]=1[C:5](O)=[O:6]. Product: [ClH:2].[Cl:2][C:3]1[CH:11]=[C:10]([O:12][CH:13]2[CH2:18][CH2:17][N:16]([CH:19]([CH3:21])[CH3:20])[CH2:15][CH2:14]2)[CH:9]=[CH:8][C:4]=1[C:5]([Cl:1])=[O:6]. The catalyst class is: 309. (5) Reactant: [CH2:1]([C:3]1[C:11]2[C:6](=[N:7][C:8]([CH3:24])=[C:9]([CH2:19][C:20]([O:22]C)=[O:21])[C:10]=2[C:12]2[CH:17]=[CH:16][C:15]([CH3:18])=[CH:14][CH:13]=2)[S:5][C:4]=1[CH3:25])[CH3:2].[O-2].[Li+].[Li+].Cl. Product: [CH2:1]([C:3]1[C:11]2[C:6](=[N:7][C:8]([CH3:24])=[C:9]([CH2:19][C:20]([OH:22])=[O:21])[C:10]=2[C:12]2[CH:17]=[CH:16][C:15]([CH3:18])=[CH:14][CH:13]=2)[S:5][C:4]=1[CH3:25])[CH3:2]. The catalyst class is: 38. (6) Reactant: [NH2:1][C:2]1[N:7]=[C:6]([NH:8][C:9](=[O:11])[CH3:10])[CH:5]=[CH:4][CH:3]=1.[CH2:12]([O:14][C:15]([N:17]=[C:18]=[S:19])=[O:16])[CH3:13]. Product: [CH2:12]([O:14][C:15]([NH:17][C:18](=[S:19])[NH:1][C:2]1[N:7]=[C:6]([NH:8][C:9](=[O:11])[CH3:10])[CH:5]=[CH:4][CH:3]=1)=[O:16])[CH3:13]. The catalyst class is: 12.